This data is from Forward reaction prediction with 1.9M reactions from USPTO patents (1976-2016). The task is: Predict the product of the given reaction. (1) Given the reactants [CH3:1][NH:2][C:3]1[CH:8]=[CH:7][C:6]([C:9]#[C:10][Si](C)(C)C)=[CH:5][N:4]=1.C([O-])([O-])=O.[K+].[K+], predict the reaction product. The product is: [C:9]([C:6]1[CH:7]=[CH:8][C:3]([NH:2][CH3:1])=[N:4][CH:5]=1)#[CH:10]. (2) The product is: [OH:11][CH2:10][CH2:9][N:8]1[CH2:7][C:6]([CH3:13])([CH3:12])[NH:5][C:6]([CH3:13])([CH3:12])[C:7]1=[O:14]. Given the reactants C(Cl)(Cl)Cl.[NH2:5][C:6]([CH3:13])([CH3:12])[CH2:7][NH:8][CH2:9][CH2:10][OH:11].[OH-:14].[Na+], predict the reaction product. (3) The product is: [Cl:27][C:24]1[S:23][C:22]([C:20]2[N:21]=[C:16]([N:1]3[C:9]4[C:4](=[CH:5][C:6]([CH2:10][C:11]([O:13][CH3:14])=[O:12])=[CH:7][CH:8]=4)[CH2:3][CH2:2]3)[C:17]3[CH2:30][S:29][CH2:28][C:18]=3[N:19]=2)=[CH:26][CH:25]=1. Given the reactants [NH:1]1[C:9]2[C:4](=[CH:5][C:6]([CH2:10][C:11]([O:13][CH3:14])=[O:12])=[CH:7][CH:8]=2)[CH2:3][CH2:2]1.Cl[C:16]1[C:17]2[CH2:30][S:29][CH2:28][C:18]=2[N:19]=[C:20]([C:22]2[S:23][C:24]([Cl:27])=[CH:25][CH:26]=2)[N:21]=1.C(=O)([O-])[O-].[Cs+].[Cs+].C1C=CC(P(C2C(C3C(P(C4C=CC=CC=4)C4C=CC=CC=4)=CC=C4C=3C=CC=C4)=C3C(C=CC=C3)=CC=2)C2C=CC=CC=2)=CC=1, predict the reaction product. (4) Given the reactants [CH3:1][O:2][C:3]1[C:8]([NH:9][S:10]([CH3:13])(=[O:12])=[O:11])=[CH:7][C:6]([C:14]2[CH:22]=[C:21]3[C:17]([CH:18]=[N:19][N:20]3S(C3C=CC=CC=3)(=O)=O)=[C:16]([C:32]3[O:33][C:34]([CH2:37][N:38]4[CH2:44][CH2:43][CH2:42][O:41][CH2:40][CH2:39]4)=[N:35][N:36]=3)[CH:15]=2)=[CH:5][N:4]=1.[OH-].[Na+], predict the reaction product. The product is: [CH3:1][O:2][C:3]1[C:8]([NH:9][S:10]([CH3:13])(=[O:12])=[O:11])=[CH:7][C:6]([C:14]2[CH:22]=[C:21]3[C:17]([CH:18]=[N:19][NH:20]3)=[C:16]([C:32]3[O:33][C:34]([CH2:37][N:38]4[CH2:44][CH2:43][CH2:42][O:41][CH2:40][CH2:39]4)=[N:35][N:36]=3)[CH:15]=2)=[CH:5][N:4]=1. (5) Given the reactants [C:1]([C:5]1[N:6]=[C:7]2[C:12]([C:13]#[N:14])=[CH:11][CH:10]=[CH:9][N:8]2[C:15]=1[C:16]1[CH:21]=[CH:20][CH:19]=[C:18]([OH:22])[CH:17]=1)([CH3:4])([CH3:3])[CH3:2].Br[C:24]1[CH:25]=[C:26]([S:30]([CH2:33][CH2:34][CH2:35][OH:36])(=[O:32])=[O:31])[CH:27]=[CH:28][CH:29]=1, predict the reaction product. The product is: [C:1]([C:5]1[N:6]=[C:7]2[C:12]([C:13]#[N:14])=[CH:11][CH:10]=[CH:9][N:8]2[C:15]=1[C:16]1[CH:21]=[CH:20][CH:19]=[C:18]([O:22][C:24]2[CH:29]=[CH:28][CH:27]=[C:26]([S:30]([CH2:33][CH2:34][CH2:35][OH:36])(=[O:32])=[O:31])[CH:25]=2)[CH:17]=1)([CH3:4])([CH3:2])[CH3:3]. (6) Given the reactants C(OC1N=NC(C2CCCC=2)=CC=1OC[C:2]1[CH:7]=[CH:6][CH:5]=[CH:4][CH:3]=1)[C:2]1[CH:7]=[CH:6][CH:5]=[CH:4][CH:3]=1.[CH2:28]([O:35][C:36]1[N:37]=[N:38][C:39](Cl)=[CH:40][C:41]=1[O:42][CH2:43][C:44]1[CH:49]=[CH:48][CH:47]=[CH:46][CH:45]=1)[C:29]1[CH:34]=[CH:33][CH:32]=[CH:31][CH:30]=1.C(OC1N=NC(C#CC(C)C)=CC=1OCC1C=CC=CC=1)C1C=CC=CC=1.C1(B(O)O)CCCCC=1, predict the reaction product. The product is: [CH2:28]([O:35][C:36]1[N:37]=[N:38][C:39]([C:2]2[CH2:7][CH2:6][CH2:5][CH2:4][CH:3]=2)=[CH:40][C:41]=1[O:42][CH2:43][C:44]1[CH:49]=[CH:48][CH:47]=[CH:46][CH:45]=1)[C:29]1[CH:34]=[CH:33][CH:32]=[CH:31][CH:30]=1. (7) The product is: [N:18]1([C:9]2[CH:10]=[C:11]([C:14]([F:15])([F:16])[F:17])[CH:12]=[CH:13][C:8]=2[CH2:7][N:1]2[CH2:2][CH2:3][N:4]([C:24]([O:25][N:26]3[C:30](=[O:31])[CH2:29][CH2:28][C:27]3=[O:32])=[O:33])[CH2:5][CH2:6]2)[CH2:19][CH2:20][O:21][CH2:22][CH2:23]1. Given the reactants [N:1]1([CH2:7][C:8]2[CH:13]=[CH:12][C:11]([C:14]([F:17])([F:16])[F:15])=[CH:10][C:9]=2[N:18]2[CH2:23][CH2:22][O:21][CH2:20][CH2:19]2)[CH2:6][CH2:5][NH:4][CH2:3][CH2:2]1.[C:24](=O)([O:33]N1C(=O)CCC1=O)[O:25][N:26]1[C:30](=[O:31])[CH2:29][CH2:28][C:27]1=[O:32].ClCCl.C(N(CC)C(C)C)(C)C, predict the reaction product. (8) Given the reactants [C:1]([O:5][C:6]([CH2:8][CH:9]1[O:14][C:13]([CH3:16])([CH3:15])[O:12][CH:11]([CH2:17][CH2:18][N:19]2[C:23]([C:24]3[CH:29]=[CH:28][C:27]([F:30])=[CH:26][CH:25]=3)=[C:22]([C:31]3[CH:36]=[CH:35][CH:34]=[CH:33][CH:32]=3)[C:21]([C:37]([OH:39])=O)=[C:20]2[CH:40]([CH3:42])[CH3:41])[CH2:10]1)=[O:7])([CH3:4])([CH3:3])[CH3:2].C(Cl)(=O)C(Cl)=O.P(Cl)(Cl)(Cl)(Cl)Cl.S(Cl)(Cl)(=O)=O.[NH2:60][C:61]1[CH:66]=[CH:65][CH:64]=[CH:63][CH:62]=1, predict the reaction product. The product is: [C:1]([O:5][C:6](=[O:7])[CH2:8][CH:9]1[CH2:10][CH:11]([CH2:17][CH2:18][N:19]2[C:20]([CH:40]([CH3:41])[CH3:42])=[C:21]([C:37](=[O:39])[NH:60][C:61]3[CH:66]=[CH:65][CH:64]=[CH:63][CH:62]=3)[C:22]([C:31]3[CH:36]=[CH:35][CH:34]=[CH:33][CH:32]=3)=[C:23]2[C:24]2[CH:25]=[CH:26][C:27]([F:30])=[CH:28][CH:29]=2)[O:12][C:13]([CH3:15])([CH3:16])[O:14]1)([CH3:3])([CH3:4])[CH3:2]. (9) The product is: [CH2:29]([C:21]1[CH:22]=[C:23]([CH3:28])[CH:24]=[C:25]([CH2:26][CH3:27])[C:20]=1[CH:10]1[C:11](=[O:19])[CH:12]2[CH:16]([CH2:15][CH:14]([CH:17]=[O:18])[CH2:13]2)[C:9]1=[O:8])[CH3:30]. Given the reactants C([O:8][C:9]1[CH:16]2[CH:12]([CH2:13][CH:14]([CH:17]=[O:18])[CH2:15]2)[C:11](=[O:19])[C:10]=1[C:20]1[C:25]([CH2:26][CH3:27])=[CH:24][C:23]([CH3:28])=[CH:22][C:21]=1[CH2:29][CH3:30])C1C=CC=CC=1, predict the reaction product.